This data is from Catalyst prediction with 721,799 reactions and 888 catalyst types from USPTO. The task is: Predict which catalyst facilitates the given reaction. (1) Reactant: [CH2:1]([S:3][C:4]1[NH:9][C:8](=[O:10])[N:7]([CH:11]([CH3:13])[CH3:12])[C:6](=[O:14])[N:5]=1)[CH3:2].C(=O)([O-])[O-].[K+].[K+].C(#N)C.[F:24][C:25]1[CH:32]=[CH:31][C:28]([CH2:29]Br)=[CH:27][CH:26]=1. Product: [CH2:1]([S:3][C:4]1[N:9]([CH2:29][C:28]2[CH:31]=[CH:32][C:25]([F:24])=[CH:26][CH:27]=2)[C:8](=[O:10])[N:7]([CH:11]([CH3:13])[CH3:12])[C:6](=[O:14])[N:5]=1)[CH3:2]. The catalyst class is: 6. (2) Reactant: Br[C:2]1[C:3]2[C:8]([C:9]([Br:16])=[C:10]3[C:15]=1[CH:14]=[CH:13][CH:12]=[CH:11]3)=[CH:7][CH:6]=[CH:5][CH:4]=2.C([Li])CCC.[C:22]1([Si:28](Cl)([C:35]2[CH:40]=[CH:39][CH:38]=[CH:37][CH:36]=2)[C:29]2[CH:34]=[CH:33][CH:32]=[CH:31][CH:30]=2)[CH:27]=[CH:26][CH:25]=[CH:24][CH:23]=1. Product: [Br:16][C:9]1[C:10]2[C:15]([C:2]([Si:28]([C:29]3[CH:30]=[CH:31][CH:32]=[CH:33][CH:34]=3)([C:35]3[CH:40]=[CH:39][CH:38]=[CH:37][CH:36]=3)[C:22]3[CH:23]=[CH:24][CH:25]=[CH:26][CH:27]=3)=[C:3]3[C:8]=1[CH:7]=[CH:6][CH:5]=[CH:4]3)=[CH:14][CH:13]=[CH:12][CH:11]=2. The catalyst class is: 7. (3) Reactant: [NH:1]1[C:9]2[C:4](=[CH:5][CH:6]=[CH:7][CH:8]=2)[C:3](/[CH:10]=[CH:11]/[C:12]([OH:14])=O)=[CH:2]1.[NH2:15][C:16]1[CH:17]=[C:18]([CH:25]=[CH:26][C:27]=1[OH:28])[C:19]([O:21][CH:22]([CH3:24])[CH3:23])=[O:20].C(Cl)CCl.O.ON1C2C=CC=CC=2N=N1. Product: [NH:1]1[C:9]2[C:4](=[CH:5][CH:6]=[CH:7][CH:8]=2)[C:3]([CH:10]=[CH:11][C:12]([NH:15][C:16]2[CH:17]=[C:18]([CH:25]=[CH:26][C:27]=2[OH:28])[C:19]([O:21][CH:22]([CH3:24])[CH3:23])=[O:20])=[O:14])=[CH:2]1. The catalyst class is: 3. (4) Reactant: [Cl:1][C:2]1[C:9]([O:10]C)=[CH:8][CH:7]=[C:6]([F:12])[C:3]=1[CH:4]=[O:5].B(Br)(Br)Br. Product: [Cl:1][C:2]1[C:9]([OH:10])=[CH:8][CH:7]=[C:6]([F:12])[C:3]=1[CH:4]=[O:5]. The catalyst class is: 2. (5) Reactant: [OH:1][CH2:2][CH:3]1[O:8][CH2:7][C:6]([CH3:10])([CH3:9])[N:5]([C:11]([O:13][C:14]([CH3:17])([CH3:16])[CH3:15])=[O:12])[CH2:4]1.CC(OI1(OC(C)=O)(OC(C)=O)OC(=O)C2C=CC=CC1=2)=O.C(=O)(O)[O-].[Na+]. Product: [CH:2]([CH:3]1[O:8][CH2:7][C:6]([CH3:10])([CH3:9])[N:5]([C:11]([O:13][C:14]([CH3:17])([CH3:16])[CH3:15])=[O:12])[CH2:4]1)=[O:1]. The catalyst class is: 4.